This data is from Reaction yield outcomes from USPTO patents with 853,638 reactions. The task is: Predict the reaction yield, written as a fraction of the theoretical maximum amount of product (1.0 means a 100% yield; for example, 0.34 means a 34% yield). (1) The reactants are O[CH:2]=[C:3]1[C:11]2[C:6](=[CH:7][C:8]([C:12]([C:14]3[CH:15]=[C:16]([NH:20][C:21]([C:23]4[N:24]([CH3:32])[N:25]=[C:26]([C:28]([CH3:31])([CH3:30])[CH3:29])[CH:27]=4)=[O:22])[CH:17]=[CH:18][CH:19]=3)=[O:13])=[CH:9][CH:10]=2)[NH:5][C:4]1=[O:33].C1COCC1.[CH3:39][N:40]1[CH2:45][CH2:44][N:43]([C:46]2[CH:51]=[CH:50][C:49]([NH2:52])=[CH:48][CH:47]=2)[CH2:42][CH2:41]1. The catalyst is CCOC(C)=O.CCCCCC. The product is [CH3:39][N:40]1[CH2:41][CH2:42][N:43]([C:46]2[CH:51]=[CH:50][C:49]([NH:52][CH:2]=[C:3]3[C:11]4[C:6](=[CH:7][C:8]([C:12]([C:14]5[CH:15]=[C:16]([NH:20][C:21]([C:23]6[N:24]([CH3:32])[N:25]=[C:26]([C:28]([CH3:30])([CH3:29])[CH3:31])[CH:27]=6)=[O:22])[CH:17]=[CH:18][CH:19]=5)=[O:13])=[CH:9][CH:10]=4)[NH:5][C:4]3=[O:33])=[CH:48][CH:47]=2)[CH2:44][CH2:45]1. The yield is 0.290. (2) The yield is 0.150. The product is [Cl:26][C:23]1[CH:24]=[CH:25][C:20]([NH:19][C:18]([C:13]2[CH:14]=[CH:15][CH:16]=[CH:17][C:12]=2[NH:11][C:9]([C:6]2[CH:5]=[CH:4][C:3]([CH2:2][NH:1][C:31]3[NH:35][CH2:34][CH2:33][N:32]=3)=[CH:8][CH:7]=2)=[O:10])=[O:27])=[N:21][CH:22]=1. The catalyst is CN(C=O)C. The reactants are [NH2:1][CH2:2][C:3]1[CH:8]=[CH:7][C:6]([C:9]([NH:11][C:12]2[CH:17]=[CH:16][CH:15]=[CH:14][C:13]=2[C:18](=[O:27])[NH:19][C:20]2[CH:25]=[CH:24][C:23]([Cl:26])=[CH:22][N:21]=2)=[O:10])=[CH:5][CH:4]=1.I.CS[C:31]1[NH:32][CH2:33][CH2:34][N:35]=1.C(N(CC)CC)C. (3) The reactants are [OH-].[Li+].[O:3]=[S:4]1(=[O:38])[C:10]2[CH:11]=[C:12]([O:17][CH2:18][C:19]([O:21]CC)=[O:20])[C:13]([O:15][CH3:16])=[CH:14][C:9]=2[N:8]([C:24]2[CH:29]=[CH:28][CH:27]=[CH:26][CH:25]=2)[CH2:7][C:6]([CH2:34][CH2:35][CH2:36][CH3:37])([CH2:30][CH2:31][CH2:32][CH3:33])[CH2:5]1.CC(O)=O. The catalyst is C1COCC1.O. The product is [O:38]=[S:4]1(=[O:3])[C:10]2[CH:11]=[C:12]([O:17][CH2:18][C:19]([OH:21])=[O:20])[C:13]([O:15][CH3:16])=[CH:14][C:9]=2[N:8]([C:24]2[CH:29]=[CH:28][CH:27]=[CH:26][CH:25]=2)[CH2:7][C:6]([CH2:34][CH2:35][CH2:36][CH3:37])([CH2:30][CH2:31][CH2:32][CH3:33])[CH2:5]1. The yield is 0.960. (4) The reactants are [CH2:1]([C:3]1[C:8]([CH3:9])=[CH:7][CH:6]=[CH:5][N:4]=1)[CH3:2].[ClH:10]. The catalyst is CO. The product is [ClH:10].[CH2:1]([CH:3]1[CH:8]([CH3:9])[CH2:7][CH2:6][CH2:5][NH:4]1)[CH3:2]. The yield is 0.880.